From a dataset of Reaction yield outcomes from USPTO patents with 853,638 reactions. Predict the reaction yield, written as a fraction of the theoretical maximum amount of product (1.0 means a 100% yield; for example, 0.34 means a 34% yield). (1) The reactants are [OH:1][CH:2]1[CH2:7][CH2:6][N:5]([C:8]([N:10]2[CH2:15][CH:14]([C:16]3[CH:21]=[CH:20][C:19]([C:22]([F:25])([F:24])[F:23])=[CH:18][CH:17]=3)[CH2:13][CH:12]([C:26]([OH:28])=O)[CH2:11]2)=[O:9])[CH2:4][CH2:3]1.O[N:30]=[C:31]([NH2:36])[CH2:32][CH2:33][O:34][CH3:35]. No catalyst specified. The product is [OH:1][CH:2]1[CH2:3][CH2:4][N:5]([C:8]([N:10]2[CH2:15][CH:14]([C:16]3[CH:17]=[CH:18][C:19]([C:22]([F:25])([F:24])[F:23])=[CH:20][CH:21]=3)[CH2:13][CH:12]([C:26]3[O:28][N:36]=[C:31]([CH2:32][CH2:33][O:34][CH3:35])[N:30]=3)[CH2:11]2)=[O:9])[CH2:6][CH2:7]1. The yield is 0.360. (2) The reactants are [Br:1][CH2:2][CH2:3]SC1C=CC=CC=1.Cl[C:12]1[CH:13]=[C:14](C(OO)=O)[CH:15]=[CH:16][CH:17]=1.[S:22]([O-:25])([O-])=[O:23].[Na+].[Na+]. The catalyst is C(Cl)Cl. The product is [Br:1][CH2:2][CH2:3][S:22]([C:12]1[CH:13]=[CH:14][CH:15]=[CH:16][CH:17]=1)(=[O:25])=[O:23]. The yield is 0.760. (3) The reactants are [NH:1]1[C:9]2[C:4](=[CH:5][CH:6]=[CH:7][CH:8]=2)[C:3](/[CH:10]=[C:11]2\[O:12][C:13]3[C:20]([CH2:21][CH2:22][CH:23]4[CH2:28][CH2:27][N:26](C(OC(C)(C)C)=O)[CH2:25][CH2:24]4)=[C:19]([O:36][CH3:37])[C:18]([F:38])=[CH:17][C:14]=3[C:15]\2=[O:16])=[N:2]1.Cl. The catalyst is C(Cl)Cl.O1CCOCC1. The product is [NH:1]1[C:9]2[C:4](=[CH:5][CH:6]=[CH:7][CH:8]=2)[C:3](/[CH:10]=[C:11]2\[O:12][C:13]3[C:20]([CH2:21][CH2:22][CH:23]4[CH2:28][CH2:27][NH:26][CH2:25][CH2:24]4)=[C:19]([O:36][CH3:37])[C:18]([F:38])=[CH:17][C:14]=3[C:15]\2=[O:16])=[N:2]1. The yield is 0.810. (4) The reactants are [F:1][C:2]1[CH:3]=[CH:4][C:5]2[O:9][C:8](B(O)O)=[CH:7][C:6]=2[CH:13]=1.Cl[C:15]1[C:24]([N:25]([CH:27]([CH3:29])[CH3:28])[CH3:26])=[N:23][C:22]2[C:17](=[CH:18][CH:19]=[C:20]([C:30]([O:32][CH2:33]C)=[O:31])[CH:21]=2)[N:16]=1.[O-]P([O-])([O-])=O.[K+].[K+].[K+].O. The catalyst is O1CCOCC1.C1C=CC([P]([Pd]([P](C2C=CC=CC=2)(C2C=CC=CC=2)C2C=CC=CC=2)([P](C2C=CC=CC=2)(C2C=CC=CC=2)C2C=CC=CC=2)[P](C2C=CC=CC=2)(C2C=CC=CC=2)C2C=CC=CC=2)(C2C=CC=CC=2)C2C=CC=CC=2)=CC=1. The product is [F:1][C:2]1[CH:3]=[CH:4][C:5]2[O:9][C:8]([C:15]3[C:24]([N:25]([CH:27]([CH3:29])[CH3:28])[CH3:26])=[N:23][C:22]4[C:17](=[CH:18][CH:19]=[C:20]([C:30]([O:32][CH3:33])=[O:31])[CH:21]=4)[N:16]=3)=[CH:7][C:6]=2[CH:13]=1. The yield is 0.800. (5) The reactants are [F:1][C:2]1[CH:3]=[C:4]([C:8]2([CH2:14][CH2:15][N:16]3[C@H:21]4[CH2:22][CH2:23][C@@H:17]3[CH2:18][CH:19]([N:24]3[C:28]5[CH:29]=[CH:30][CH:31]=[CH:32][C:27]=5[N:26]=[C:25]3[CH3:33])[CH2:20]4)[CH2:13][CH2:12][NH:11][CH2:10][CH2:9]2)[CH:5]=[CH:6][CH:7]=1.[Cl:34][C:35]1[CH:43]=[C:42]([F:44])[C:41]([S:45]([NH:48][CH:49]([CH3:51])[CH3:50])(=[O:47])=[O:46])=[CH:40][C:36]=1[C:37](O)=[O:38].CN(C(ON1N=NC2C=CC=NC1=2)=[N+](C)C)C.F[P-](F)(F)(F)(F)F. No catalyst specified. The product is [Cl:34][C:35]1[C:36]([C:37]([N:11]2[CH2:10][CH2:9][C:8]([C:4]3[CH:5]=[CH:6][CH:7]=[C:2]([F:1])[CH:3]=3)([CH2:14][CH2:15][N:16]3[C@H:21]4[CH2:22][CH2:23][C@@H:17]3[CH2:18][CH:19]([N:24]3[C:28]5[CH:29]=[CH:30][CH:31]=[CH:32][C:27]=5[N:26]=[C:25]3[CH3:33])[CH2:20]4)[CH2:13][CH2:12]2)=[O:38])=[CH:40][C:41]([S:45]([NH:48][CH:49]([CH3:50])[CH3:51])(=[O:46])=[O:47])=[C:42]([F:44])[CH:43]=1. The yield is 0.420. (6) The reactants are [CH3:1][N:2]=[CH:3][C:4]1[CH:9]=[CH:8][CH:7]=[C:6]([O:10][CH2:11][S:12][CH3:13])[CH:5]=1.[BH4-].[Na+]. The catalyst is CCO. The product is [CH3:1][NH:2][CH2:3][C:4]1[CH:9]=[CH:8][CH:7]=[C:6]([O:10][CH2:11][S:12][CH3:13])[CH:5]=1. The yield is 0.570. (7) The reactants are [NH2:1][C:2]1[CH:32]=[CH:31][C:5]([CH2:6][N:7]([C:24](=[O:30])[C:25]([O:27][CH2:28][CH3:29])=[O:26])[CH:8]([CH:19]2[CH2:23][CH2:22][CH2:21][CH2:20]2)[C:9]2[CH:14]=[CH:13][C:12]([C:15]([F:18])([F:17])[F:16])=[CH:11][CH:10]=2)=[CH:4][CH:3]=1.[C:33](Cl)(=[O:46])[CH2:34][CH2:35][CH2:36][CH2:37][CH2:38][CH2:39][CH2:40][CH2:41][CH2:42][CH2:43][CH2:44][CH3:45]. No catalyst specified. The product is [CH2:28]([O:27][C:25](=[O:26])[C:24]([N:7]([CH:8]([CH:19]1[CH2:23][CH2:22][CH2:21][CH2:20]1)[C:9]1[CH:10]=[CH:11][C:12]([C:15]([F:16])([F:17])[F:18])=[CH:13][CH:14]=1)[CH2:6][C:5]1[CH:4]=[CH:3][C:2]([NH:1][C:33](=[O:46])[CH2:34][CH2:35][CH2:36][CH2:37][CH2:38][CH2:39][CH2:40][CH2:41][CH2:42][CH2:43][CH2:44][CH3:45])=[CH:32][CH:31]=1)=[O:30])[CH3:29]. The yield is 0.760. (8) The reactants are [C:1]([C:4]1[CH:5]=[C:6]([S:10]([NH:13][C:14]2[CH:22]=[CH:21][C:17]([C:18]([OH:20])=[O:19])=[C:16]([OH:23])[CH:15]=2)(=[O:12])=[O:11])[CH:7]=[CH:8][CH:9]=1)(=[O:3])[CH3:2].[BH4-].[Na+]. The catalyst is CO. The product is [OH:23][C:16]1[CH:15]=[C:14]([NH:13][S:10]([C:6]2[CH:7]=[CH:8][CH:9]=[C:4]([CH:1]([OH:3])[CH3:2])[CH:5]=2)(=[O:12])=[O:11])[CH:22]=[CH:21][C:17]=1[C:18]([OH:20])=[O:19]. The yield is 0.700. (9) The reactants are Br[C:2]1[CH:3]=[CH:4][C:5]2[O:14][CH2:13][CH2:12][C:11]3[S:10][C:9]([C:15]4[N:16]([CH:20]([CH3:22])[CH3:21])[N:17]=[CH:18][N:19]=4)=[N:8][C:7]=3[C:6]=2[CH:23]=1.[CH3:24][C:25]1[CH:26]=[C:27](B(O)O)[CH:28]=[N:29][CH:30]=1. No catalyst specified. The product is [CH:20]([N:16]1[C:15]([C:9]2[S:10][C:11]3[CH2:12][CH2:13][O:14][C:5]4[CH:4]=[CH:3][C:2]([C:27]5[CH:28]=[N:29][CH:30]=[C:25]([CH3:24])[CH:26]=5)=[CH:23][C:6]=4[C:7]=3[N:8]=2)=[N:19][CH:18]=[N:17]1)([CH3:22])[CH3:21]. The yield is 0.170. (10) The reactants are [Br:1][C:2]1[C:7]([O:8][CH3:9])=[CH:6][C:5]2[O:10][CH2:11][C:12]3[C:16]([C:17](O)=[O:18])=[N:15][N:14]([C:20]4[CH:24]=[CH:23][S:22][CH:21]=4)[C:13]=3[C:4]=2[CH:3]=1.[C:25]([NH:29][CH3:30])([CH3:28])([CH3:27])[CH3:26].CN(C(ON1N=NC2C=CC=NC1=2)=[N+](C)C)C.F[P-](F)(F)(F)(F)F.C(N(C(C)C)CC)(C)C. The catalyst is C(Cl)Cl. The product is [C:25]([N:29]([CH3:30])[C:17]([C:16]1[C:12]2[CH2:11][O:10][C:5]3[CH:6]=[C:7]([O:8][CH3:9])[C:2]([Br:1])=[CH:3][C:4]=3[C:13]=2[N:14]([C:20]2[CH:24]=[CH:23][S:22][CH:21]=2)[N:15]=1)=[O:18])([CH3:28])([CH3:27])[CH3:26]. The yield is 0.980.